Dataset: Full USPTO retrosynthesis dataset with 1.9M reactions from patents (1976-2016). Task: Predict the reactants needed to synthesize the given product. (1) Given the product [CH2:3]([S:5]([N:8]1[CH:12]=[CH:11][CH:10]=[C:9]1[CH2:13][NH:14][C:20](=[O:21])[O:19][C:16]([CH3:18])([CH3:17])[CH3:15])(=[O:6])=[O:7])[CH3:4], predict the reactants needed to synthesize it. The reactants are: [BH4-].[Na+].[CH2:3]([S:5]([N:8]1[CH:12]=[CH:11][CH:10]=[C:9]1[C:13]#[N:14])(=[O:7])=[O:6])[CH3:4].[CH3:15][C:16]([O:19][C:20](O[C:20]([O:19][C:16]([CH3:18])([CH3:17])[CH3:15])=[O:21])=[O:21])([CH3:18])[CH3:17].C(=O)(O)[O-].[Na+]. (2) Given the product [F:1][C:2]([F:10])([F:11])[C:3]1[CH:4]=[C:5]([NH:9][CH2:21][CH2:20][C:17]2[CH:16]=[CH:15][C:14]([C:13]([F:12])([F:24])[F:25])=[CH:19][CH:18]=2)[CH:6]=[CH:7][CH:8]=1, predict the reactants needed to synthesize it. The reactants are: [F:1][C:2]([F:11])([F:10])[C:3]1[CH:4]=[C:5]([NH2:9])[CH:6]=[CH:7][CH:8]=1.[F:12][C:13]([F:25])([F:24])[C:14]1[CH:19]=[CH:18][C:17]([CH2:20][C:21](O)=O)=[CH:16][CH:15]=1. (3) The reactants are: [H-].[Na+].Cl.[NH2:4][C:5]([NH2:7])=[NH:6].[C:8]([O:12][C:13](=[O:31])[CH2:14][CH2:15][NH:16][C:17]([C:19]1[CH:28]=[C:27]2[C:22]([C:23]([Cl:30])=[CH:24][N:25]=[C:26]2Cl)=[CH:21][CH:20]=1)=[O:18])([CH3:11])([CH3:10])[CH3:9].O. Given the product [C:8]([O:12][C:13](=[O:31])[CH2:14][CH2:15][NH:16][C:17]([C:19]1[CH:28]=[C:27]2[C:22]([C:23]([Cl:30])=[CH:24][N:25]=[C:26]2[NH:6][C:5]([NH2:7])=[NH:4])=[CH:21][CH:20]=1)=[O:18])([CH3:11])([CH3:9])[CH3:10], predict the reactants needed to synthesize it.